This data is from HIV replication inhibition screening data with 41,000+ compounds from the AIDS Antiviral Screen. The task is: Binary Classification. Given a drug SMILES string, predict its activity (active/inactive) in a high-throughput screening assay against a specified biological target. (1) The drug is Cc1cn(C2CC(O[Si](C)(C)C(C)(C)C)C(C[N+](=O)[N-]Nc3ccc([N+](=O)[O-])cc3)O2)c(=O)[nH]c1=O. The result is 0 (inactive). (2) The molecule is O=C(O)c1ccc(P(=O)(O)c2ccc(C(=O)O)cc2Br)c(Br)c1. The result is 0 (inactive). (3) The drug is CN1CCN(Cc2nc3c(s2)CCc2sccc2-3)CC1.Cl. The result is 0 (inactive). (4) The molecule is O=C1NC(=O)C(=CN2C(=O)C(=Cc3ccc(O)cc3)SC2=S)C(=O)N1. The result is 0 (inactive). (5) The drug is C=CCN1C(=O)CSC1=NNC(=O)Cc1nc2ccccc2[nH]1. The result is 0 (inactive).